From a dataset of Catalyst prediction with 721,799 reactions and 888 catalyst types from USPTO. Predict which catalyst facilitates the given reaction. (1) Reactant: [I:1][C:2]1[C:10]2[C:5](=[N:6][CH:7]=[N:8][C:9]=2[NH2:11])[NH:4][N:3]=1.C(=O)([O-])[O-].[Cs+].[Cs+].Br[CH2:19][CH2:20][OH:21]. Product: [NH2:11][C:9]1[N:8]=[CH:7][N:6]=[C:5]2[N:4]([CH2:19][CH2:20][OH:21])[N:3]=[C:2]([I:1])[C:10]=12. The catalyst class is: 9. (2) Reactant: [BH4-].[Li+].[C:3]([O:7][C:8]([NH:10][CH:11]([C:14]1[CH:24]=[CH:23][C:17]([C:18](OCC)=[O:19])=[CH:16][CH:15]=1)[CH2:12][F:13])=[O:9])([CH3:6])([CH3:5])[CH3:4].Cl.C(=O)(O)[O-].[Na+]. Product: [F:13][CH2:12][CH:11]([NH:10][C:8](=[O:9])[O:7][C:3]([CH3:5])([CH3:4])[CH3:6])[C:14]1[CH:15]=[CH:16][C:17]([CH2:18][OH:19])=[CH:23][CH:24]=1. The catalyst class is: 7. (3) Reactant: [CH3:1][Si:2]([CH3:20])([CH3:19])[CH2:3][CH2:4][O:5][CH2:6][O:7][CH2:8][C:9]1[N:10]=[C:11]([C:14](OCC)=[O:15])[S:12][CH:13]=1.O.[NH2:22][NH2:23]. Product: [CH3:1][Si:2]([CH3:20])([CH3:19])[CH2:3][CH2:4][O:5][CH2:6][O:7][CH2:8][C:9]1[N:10]=[C:11]([C:14]([NH:22][NH2:23])=[O:15])[S:12][CH:13]=1. The catalyst class is: 14.